Task: Predict the reaction yield, written as a fraction of the theoretical maximum amount of product (1.0 means a 100% yield; for example, 0.34 means a 34% yield).. Dataset: Reaction yield outcomes from USPTO patents with 853,638 reactions The reactants are [CH3:1][C:2]([NH:14][C:15](=[O:18])[CH2:16][CH3:17])([CH3:13])[CH2:3][C:4]1[CH:9]=[CH:8][C:7]([N+:10]([O-])=O)=[CH:6][CH:5]=1. The catalyst is [Pd].CO. The product is [NH2:10][C:7]1[CH:6]=[CH:5][C:4]([CH2:3][C:2]([NH:14][C:15](=[O:18])[CH2:16][CH3:17])([CH3:13])[CH3:1])=[CH:9][CH:8]=1. The yield is 0.910.